Task: Predict the product of the given reaction.. Dataset: Forward reaction prediction with 1.9M reactions from USPTO patents (1976-2016) Given the reactants [CH3:1][C:2]1[CH:3]=[CH:4][C:5]([C:8]2[N:12]([C:13]3[CH:14]=[CH:15][C:16]([S:19]([NH2:22])(=[O:21])=[O:20])=[CH:17][CH:18]=3)[N:11]=[C:10]([C:23]([F:26])([F:25])[F:24])[CH:9]=2)=[CH:6][CH:7]=1.[K:27], predict the reaction product. The product is: [CH3:1][C:2]1[CH:3]=[CH:4][C:5]([C:8]2[N:12]([C:13]3[CH:14]=[CH:15][C:16]([S:19]([NH2:22])(=[O:21])=[O:20])=[CH:17][CH:18]=3)[N:11]=[C:10]([C:23]([F:25])([F:24])[F:26])[CH:9]=2)=[CH:6][CH:7]=1.[K:27].